Task: Predict the product of the given reaction.. Dataset: Forward reaction prediction with 1.9M reactions from USPTO patents (1976-2016) (1) The product is: [F:1][C:2]1[CH:40]=[CH:39][CH:38]=[C:37]([C:41]([F:42])([F:43])[F:44])[C:3]=1[CH2:4][N:5]1[C:10]2[CH2:11][O:12][C:13]3([CH2:14][CH2:15][N:16]([CH2:49][C:48]4[CH:51]=[CH:52][CH:53]=[C:46]([F:45])[CH:47]=4)[CH2:17][CH2:18]3)[C:9]=2[C:8](=[O:19])[N:7]([CH2:20][C@H:21]([NH:28][C:29](=[O:35])[O:30][C:31]([CH3:34])([CH3:33])[CH3:32])[C:22]2[CH:23]=[CH:24][CH:25]=[CH:26][CH:27]=2)[C:6]1=[O:36]. Given the reactants [F:1][C:2]1[CH:40]=[CH:39][CH:38]=[C:37]([C:41]([F:44])([F:43])[F:42])[C:3]=1[CH2:4][N:5]1[C:10]2[CH2:11][O:12][C:13]3([CH2:18][CH2:17][NH:16][CH2:15][CH2:14]3)[C:9]=2[C:8](=[O:19])[N:7]([CH2:20][C@H:21]([NH:28][C:29](=[O:35])[O:30][C:31]([CH3:34])([CH3:33])[CH3:32])[C:22]2[CH:27]=[CH:26][CH:25]=[CH:24][CH:23]=2)[C:6]1=[O:36].[F:45][C:46]1[CH:47]=[C:48]([CH:51]=[CH:52][CH:53]=1)[CH2:49]Br.C(N(CC)C(C)C)(C)C, predict the reaction product. (2) Given the reactants Cl[C:2]1[CH:3]=[CH:4][C:5]2[N:6]([C:8]([N+:11]([O-:13])=[O:12])=[CH:9][N:10]=2)[N:7]=1.[Cl:14][C:15]1[CH:16]=[C:17]([CH:21]=[CH:22][C:23]=1[Cl:24])[CH2:18]CN.[CH:25]([N:28](CC)C(C)C)(C)C, predict the reaction product. The product is: [Cl:14][C:15]1[CH:16]=[C:17]([CH:21]=[CH:22][C:23]=1[Cl:24])[CH2:18][N:28]([CH3:25])[C:2]1[CH:3]=[CH:4][C:5]2[N:6]([C:8]([N+:11]([O-:13])=[O:12])=[CH:9][N:10]=2)[N:7]=1. (3) Given the reactants [O:1]1[CH:6]=[CH:5][CH2:4][CH2:3][CH2:2]1.[Br:7][C:8]1[CH:13]=[C:12]([CH2:14][OH:15])[CH:11]=[CH:10][C:9]=1[CH2:16][OH:17].[C:18](=[O:21])([O-])O.[Na+], predict the reaction product. The product is: [Br:7][C:8]1[CH:13]=[C:12]([CH2:14][O:15][CH:6]2[CH2:5][CH2:4][CH2:3][CH2:2][O:1]2)[CH:11]=[CH:10][C:9]=1[CH2:16][O:17][CH:5]1[CH2:4][CH2:3][CH2:2][CH2:18][O:21]1. (4) Given the reactants [OH:1][C:2]1([CH2:9][NH:10][C:11]([C:13]2[C:14]3[CH:15]=[CH:16][C:17](Cl)=[N:18][C:19]=3[CH:20]=[CH:21][C:22]=2[Cl:23])=[O:12])[CH2:7][CH2:6][CH2:5][CH:4]([CH3:8])[CH2:3]1.CCN(C(C)C)C(C)C.[CH3:34][N:35]([CH3:41])[C@H:36]1[CH2:40][CH2:39][NH:38][CH2:37]1, predict the reaction product. The product is: [OH:1][C:2]1([CH2:9][NH:10][C:11]([C:13]2[C:14]3[CH:15]=[CH:16][C:17]([N:38]4[CH2:39][CH2:40][C@H:36]([N:35]([CH3:41])[CH3:34])[CH2:37]4)=[N:18][C:19]=3[CH:20]=[CH:21][C:22]=2[Cl:23])=[O:12])[CH2:7][CH2:6][CH2:5][CH:4]([CH3:8])[CH2:3]1. (5) Given the reactants [NH:1]1[C:9]2[C:4](=[CH:5][C:6]([C:10]([O:12][CH3:13])=[O:11])=[CH:7][CH:8]=2)[CH:3]=[N:2]1.[CH:14]1(B(O)O)[CH2:16][CH2:15]1.C([O-])(=O)C.N1C=CC=CC=1C1C=CC=CN=1.[NH4+].[Cl-], predict the reaction product. The product is: [CH:14]1([N:1]2[C:9]3[C:4](=[CH:5][C:6]([C:10]([O:12][CH3:13])=[O:11])=[CH:7][CH:8]=3)[CH:3]=[N:2]2)[CH2:16][CH2:15]1. (6) Given the reactants [CH:1](=[O:4])[CH2:2][CH3:3].[CH3:5][O:6][C:7]1[CH:12]=[CH:11][C:10](/[CH:13]=[CH:14]/[N+:15]([O-:17])=[O:16])=[CH:9][CH:8]=1.CC(O)C.CCCCCC, predict the reaction product. The product is: [CH3:5][O:6][C:7]1[CH:8]=[CH:9][C:10]([C@H:13]([CH2:14][N+:15]([O-:17])=[O:16])[C@H:2]([CH3:3])[CH:1]=[O:4])=[CH:11][CH:12]=1.